Dataset: Forward reaction prediction with 1.9M reactions from USPTO patents (1976-2016). Task: Predict the product of the given reaction. (1) Given the reactants [Li]CCCC.C(N[CH:10]([CH3:12])[CH3:11])(C)C.[CH3:13][O:14][C:15]1[CH:22]=[CH:21][C:18](C#N)=[CH:17][CH:16]=1.BrCC1C2C=CC(O[Si](C(C)(C)C)(C)C)=CC=2O[N:26]=1, predict the reaction product. The product is: [CH3:13][O:14][C:15]1[CH:22]=[CH:21][C:18]([CH:10]([CH3:11])[C:12]#[N:26])=[CH:17][CH:16]=1. (2) Given the reactants Br[C:2]1[CH:3]=[CH:4][C:5]2[CH:9]=[C:8]([C:10]([O:12][CH3:13])=[O:11])[S:7][C:6]=2[CH:14]=1.[F:15][C:16]([F:27])([F:26])[C:17]1[N:22]=[CH:21][C:20](B(O)O)=[CH:19][CH:18]=1.[Cl-].[Li+].C(=O)([O-])[O-].[Na+].[Na+], predict the reaction product. The product is: [F:15][C:16]([F:27])([F:26])[C:17]1[N:22]=[CH:21][C:20]([C:2]2[CH:3]=[CH:4][C:5]3[CH:9]=[C:8]([C:10]([O:12][CH3:13])=[O:11])[S:7][C:6]=3[CH:14]=2)=[CH:19][CH:18]=1. (3) Given the reactants [NH2:1][C:2]1[CH:7]=[C:6]([C:8]([F:11])([F:10])[F:9])[CH:5]=[CH:4][C:3]=1[OH:12].[Br:13][C:14]1[CH:19]=[CH:18][C:17]([N:20]=[C:21]=S)=[CH:16][CH:15]=1.Cl.CN(C)CCCN=C=NCC, predict the reaction product. The product is: [Br:13][C:14]1[CH:19]=[CH:18][C:17]([NH:20][C:21]2[O:12][C:3]3[CH:4]=[CH:5][C:6]([C:8]([F:9])([F:10])[F:11])=[CH:7][C:2]=3[N:1]=2)=[CH:16][CH:15]=1. (4) Given the reactants Br[C:2]1[C:3]([Cl:18])=[C:4]([NH:10][C:11](=[O:17])[O:12][C:13]([CH3:16])([CH3:15])[CH3:14])[CH:5]=[C:6]([C:8]#[N:9])[CH:7]=1.[CH3:19][N:20]1[CH2:25][CH2:24][N:23]2[CH2:26][CH2:27][NH:28][CH2:29][CH:22]2[C:21]1=[O:30].C1C=CC(P(C2C(C3C(P(C4C=CC=CC=4)C4C=CC=CC=4)=CC=C4C=3C=CC=C4)=C3C(C=CC=C3)=CC=2)C2C=CC=CC=2)=CC=1.C([O-])([O-])=O.[Cs+].[Cs+], predict the reaction product. The product is: [Cl:18][C:3]1[C:2]([N:28]2[CH2:27][CH2:26][N:23]3[CH2:24][CH2:25][N:20]([CH3:19])[C:21](=[O:30])[CH:22]3[CH2:29]2)=[CH:7][C:6]([C:8]#[N:9])=[CH:5][C:4]=1[NH:10][C:11](=[O:17])[O:12][C:13]([CH3:16])([CH3:15])[CH3:14]. (5) The product is: [CH2:25]([O:28][C:29]1[C:30]([I:47])=[CH:31][C:32]2[CH:38]([CH3:39])[CH2:37][NH:36][CH2:35][CH2:34][C:33]=2[N:46]=1)[CH:26]=[CH2:27]. Given the reactants IC1C(O)=NC2CCN(C(=O)C(F)(F)F)CC(C)C=2C=1.C(Br)C=C.[CH2:25]([O:28][C:29]1[C:30]([I:47])=[CH:31][C:32]2[CH:38]([CH3:39])[CH2:37][N:36](C(=O)C(F)(F)F)[CH2:35][CH2:34][C:33]=2[N:46]=1)[CH:26]=[CH2:27].C([O-])([O-])=O.[K+].[K+], predict the reaction product.